From a dataset of Forward reaction prediction with 1.9M reactions from USPTO patents (1976-2016). Predict the product of the given reaction. Given the reactants [CH2:1]([C@@H:8]([CH2:12][CH2:13][C@H:14]([CH2:34][C:35]1[CH:40]=[CH:39][CH:38]=[CH:37][CH:36]=1)[C:15]([NH:17][C@H:18]1[CH2:24][CH2:23][S:22][C@H:21]2[CH2:25][CH2:26][CH2:27][C@@H:28]([C:29]([O:31][CH3:32])=[O:30])[N:20]2[C:19]1=[O:33])=[O:16])[C:9](O)=[O:10])[C:2]1[CH:7]=[CH:6][CH:5]=[CH:4][CH:3]=1.[NH2:41][C@H:42]1[CH2:49][CH:48]=[CH:47][CH2:46][CH2:45][N:44]([CH2:50][C:51]2[CH:56]=[CH:55][CH:54]=[CH:53][CH:52]=2)[C:43]1=[O:57], predict the reaction product. The product is: [CH2:34]([C@@H:14]([CH2:13][CH2:12][C@H:8]([CH2:1][C:2]1[CH:3]=[CH:4][CH:5]=[CH:6][CH:7]=1)[C:9]([NH:41][C@H:42]1[CH2:49][CH:48]=[CH:47][CH2:46][CH2:45][N:44]([CH2:50][C:51]2[CH:56]=[CH:55][CH:54]=[CH:53][CH:52]=2)[C:43]1=[O:57])=[O:10])[C:15]([NH:17][C@H:18]1[CH2:24][CH2:23][S:22][C@H:21]2[CH2:25][CH2:26][CH2:27][C@@H:28]([C:29]([O:31][CH3:32])=[O:30])[N:20]2[C:19]1=[O:33])=[O:16])[C:35]1[CH:40]=[CH:39][CH:38]=[CH:37][CH:36]=1.